From a dataset of Reaction yield outcomes from USPTO patents with 853,638 reactions. Predict the reaction yield, written as a fraction of the theoretical maximum amount of product (1.0 means a 100% yield; for example, 0.34 means a 34% yield). The reactants are Cl.[NH2:2][C@:3]12[CH2:38][CH2:37][C@@H:36]([C:39]3([CH3:42])[CH2:41][CH2:40]3)[C@@H:4]1[C@@H:5]1[C@@:18]([CH3:21])([CH2:19][CH2:20]2)[C@@:17]2([CH3:22])[C@@H:8]([C@:9]3([CH3:35])[C@@H:14]([CH2:15][CH2:16]2)[C:13]([CH3:24])([CH3:23])[C:12]([C:25]2[CH:34]=[CH:33][C:28]([C:29]([O:31][CH3:32])=[O:30])=[CH:27][CH:26]=2)=[CH:11][CH2:10]3)[CH2:7][CH2:6]1.Cl.Cl[CH2:45][CH2:46][N:47]1[CH2:52][CH2:51][S:50](=[O:54])(=[O:53])[CH2:49][CH2:48]1.P([O-])([O-])([O-])=O.[K+].[K+].[K+].[I-].[K+].C(O)(C(F)(F)F)=O. The catalyst is C(#N)C.C1COCC1. The product is [O:53]=[S:50]1(=[O:54])[CH2:51][CH2:52][N:47]([CH2:46][CH2:45][NH:2][C@:3]23[CH2:38][CH2:37][C@@H:36]([C:39]4([CH3:42])[CH2:41][CH2:40]4)[C@@H:4]2[C@@H:5]2[C@@:18]([CH3:21])([CH2:19][CH2:20]3)[C@@:17]3([CH3:22])[C@@H:8]([C@:9]4([CH3:35])[C@@H:14]([CH2:15][CH2:16]3)[C:13]([CH3:23])([CH3:24])[C:12]([C:25]3[CH:26]=[CH:27][C:28]([C:29]([O:31][CH3:32])=[O:30])=[CH:33][CH:34]=3)=[CH:11][CH2:10]4)[CH2:7][CH2:6]2)[CH2:48][CH2:49]1. The yield is 0.616.